Dataset: Peptide-MHC class I binding affinity with 185,985 pairs from IEDB/IMGT. Task: Regression. Given a peptide amino acid sequence and an MHC pseudo amino acid sequence, predict their binding affinity value. This is MHC class I binding data. (1) The peptide sequence is AALDLSHFL. The MHC is HLA-B57:01 with pseudo-sequence HLA-B57:01. The binding affinity (normalized) is 0.383. (2) The peptide sequence is SEAAYAKKI. The MHC is HLA-A68:01 with pseudo-sequence HLA-A68:01. The binding affinity (normalized) is 0. (3) The MHC is Patr-A0901 with pseudo-sequence Patr-A0901. The peptide sequence is MWSGTFPINA. The binding affinity (normalized) is 0.479.